The task is: Predict which catalyst facilitates the given reaction.. This data is from Catalyst prediction with 721,799 reactions and 888 catalyst types from USPTO. Reactant: Cl[C:2]1[CH:7]=[CH:6][CH:5]=[C:4]([CH3:8])[N:3]=1.C(=O)([O-])[O-].[Cs+].[Cs+].[NH2:15][C:16]1[CH:17]=[C:18]([NH:24][C@H:25]2[CH2:30][CH2:29][CH2:28][CH2:27][C@H:26]2[NH:31][C:32](=[O:38])[O:33][C:34]([CH3:37])([CH3:36])[CH3:35])[CH:19]=[CH:20][C:21]=1[C:22]#[N:23].CC1(C)C2C(=C(P(C3C=CC=CC=3)C3C=CC=CC=3)C=CC=2)OC2C(P(C3C=CC=CC=3)C3C=CC=CC=3)=CC=CC1=2. Product: [C:22]([C:21]1[CH:20]=[CH:19][C:18]([NH:24][C@H:25]2[CH2:30][CH2:29][CH2:28][CH2:27][C@H:26]2[NH:31][C:32](=[O:38])[O:33][C:34]([CH3:35])([CH3:36])[CH3:37])=[CH:17][C:16]=1[NH:15][C:2]1[CH:7]=[CH:6][CH:5]=[C:4]([CH3:8])[N:3]=1)#[N:23]. The catalyst class is: 584.